The task is: Predict the product of the given reaction.. This data is from Forward reaction prediction with 1.9M reactions from USPTO patents (1976-2016). (1) Given the reactants [CH3:1][O:2][C:3]1[CH:4]=[C:5]([CH:13]=[CH:14][C:15]=1[N+:16]([O-])=O)[O:6][CH:7]1[CH2:11][CH2:10][N:9]([CH3:12])[CH2:8]1, predict the reaction product. The product is: [CH3:1][O:2][C:3]1[CH:4]=[C:5]([O:6][CH:7]2[CH2:11][CH2:10][N:9]([CH3:12])[CH2:8]2)[CH:13]=[CH:14][C:15]=1[NH2:16]. (2) The product is: [F:1][CH:2]([F:16])[N:3]1[C:4](=[O:15])[CH:5]=[CH:6][C:7]([N:9]2[CH:13]=[CH:12][C:11]([N:29]3[CH2:30][CH2:31][O:32][C@H:27]([C@:18]([OH:17])([CH3:26])[C:19]([O:21][C:22]([CH3:23])([CH3:24])[CH3:25])=[O:20])[C:28]3=[O:33])=[N:10]2)=[CH:8]1. Given the reactants [F:1][CH:2]([F:16])[N:3]1[CH:8]=[C:7]([N:9]2[CH:13]=[CH:12][C:11](I)=[N:10]2)[CH:6]=[CH:5][C:4]1=[O:15].[OH:17][C@@:18]([C@H:27]1[O:32][CH2:31][CH2:30][NH:29][C:28]1=[O:33])([CH3:26])[C:19]([O:21][C:22]([CH3:25])([CH3:24])[CH3:23])=[O:20].BrC1C=CC(=O)N(C(F)F)C=1.NC1C=CNN=1, predict the reaction product. (3) Given the reactants C(O)(C(F)(F)F)=O.C([O:12][C:13](=[O:51])/[CH:14]=[CH:15]/[C:16]1[CH:21]=[CH:20][C:19]([C:22]2[CH:27]=[CH:26][C:25]([O:28][CH2:29][N:30]3[C:38](=[O:39])[C:37]4[C:32](=[CH:33][CH:34]=[CH:35][CH:36]=4)[C:31]3=[O:40])=[C:24]([C:41]34[CH2:50][CH:45]5[CH2:46][CH:47]([CH2:49][CH:43]([CH2:44]5)[CH2:42]3)[CH2:48]4)[CH:23]=2)=[CH:18][CH:17]=1)(C)(C)C, predict the reaction product. The product is: [C:41]12([C:24]3[CH:23]=[C:22]([C:19]4[CH:18]=[CH:17][C:16](/[CH:15]=[CH:14]/[C:13]([OH:51])=[O:12])=[CH:21][CH:20]=4)[CH:27]=[CH:26][C:25]=3[O:28][CH2:29][N:30]3[C:38](=[O:39])[C:37]4[C:32](=[CH:33][CH:34]=[CH:35][CH:36]=4)[C:31]3=[O:40])[CH2:50][CH:45]3[CH2:46][CH:47]([CH2:49][CH:43]([CH2:44]3)[CH2:42]1)[CH2:48]2. (4) Given the reactants [O:1]=[CH:2][C@@H:3]([C@H:5]([C@@H:7]([CH2:9][OH:10])[OH:8])[OH:6])[OH:4].[H][H], predict the reaction product. The product is: [CH2:2]([OH:1])[C@@H:3]([C@H:5]([C@@H:7]([CH2:9][OH:10])[OH:8])[OH:6])[OH:4]. (5) Given the reactants [CH3:1][S:2]([NH:5][C:6]1[CH:11]=[CH:10][C:9]([C:12]2[CH:13]=[C:14]3[C:18](=[C:19]([C:21]([NH2:23])=[O:22])[CH:20]=2)[NH:17][CH:16]=[CH:15]3)=[CH:8][CH:7]=1)(=[O:4])=[O:3].[C:24]1([CH2:30][N:31]2[CH2:36][CH2:35][C:34](=O)[CH2:33][CH2:32]2)[CH:29]=[CH:28][CH:27]=[CH:26][CH:25]=1.C[O-].[Na+], predict the reaction product. The product is: [CH3:1][S:2]([NH:5][C:6]1[CH:7]=[CH:8][C:9]([C:12]2[CH:13]=[C:14]3[C:18](=[C:19]([C:21]([NH2:23])=[O:22])[CH:20]=2)[NH:17][CH:16]=[C:15]3[C:34]2[CH2:35][CH2:36][N:31]([CH2:30][C:24]3[CH:29]=[CH:28][CH:27]=[CH:26][CH:25]=3)[CH2:32][CH:33]=2)=[CH:10][CH:11]=1)(=[O:3])=[O:4]. (6) Given the reactants [Cl:1][C:2]1[CH:3]=[C:4]2[C:8](=[CH:9][CH:10]=1)[N:7]([NH2:11])[CH:6]=[CH:5]2.[C:12]1([N:18]=[C:19]=[O:20])[CH:17]=[CH:16][CH:15]=[CH:14][CH:13]=1, predict the reaction product. The product is: [Cl:1][C:2]1[CH:3]=[C:4]2[C:8](=[CH:9][CH:10]=1)[N:7]([NH:11][C:19]([NH:18][C:12]1[CH:17]=[CH:16][CH:15]=[CH:14][CH:13]=1)=[O:20])[CH:6]=[CH:5]2. (7) Given the reactants Br[CH2:2][C:3]([C:5]1[CH:10]=[CH:9][N:8]=[C:7]([S:11][CH3:12])[N:6]=1)=O.[CH3:13][C:14]([CH3:19])([CH3:18])[C:15](=[S:17])[NH2:16], predict the reaction product. The product is: [C:14]([C:15]1[S:17][CH:2]=[C:3]([C:5]2[CH:10]=[CH:9][N:8]=[C:7]([S:11][CH3:12])[N:6]=2)[N:16]=1)([CH3:19])([CH3:18])[CH3:13]. (8) Given the reactants N.[F:2][C:3]1[CH:8]=[C:7](F)[N:6]=[C:5]([O:10][CH2:11][CH2:12][N:13]([CH3:15])[CH3:14])[N:4]=1.FC1N=C(OCCN(C)C)C=C(F)[N:18]=1, predict the reaction product. The product is: [CH3:14][N:13]([CH3:15])[CH2:12][CH2:11][O:10][C:5]1[N:6]=[C:7]([NH2:18])[CH:8]=[C:3]([F:2])[N:4]=1. (9) Given the reactants [CH:1]([Si:4]([CH:20]([CH3:22])[CH3:21])([CH:17]([CH3:19])[CH3:18])[O:5][CH2:6][C:7]1[CH:8]=[C:9]([C:13](O)([CH3:15])[CH3:14])[CH:10]=[N:11][CH:12]=1)([CH3:3])[CH3:2].C(N(S(F)(F)[F:29])CC)C, predict the reaction product. The product is: [F:29][C:13]([C:9]1[CH:10]=[N:11][CH:12]=[C:7]([CH2:6][O:5][Si:4]([CH:20]([CH3:22])[CH3:21])([CH:17]([CH3:19])[CH3:18])[CH:1]([CH3:3])[CH3:2])[CH:8]=1)([CH3:15])[CH3:14]. (10) Given the reactants C[O-].[Na+].[C:4]([O:8][CH3:9])(=[O:7])[CH2:5][SH:6].Cl[C:11]([C:15]1[CH:20]=[CH:19][N:18]=[CH:17][CH:16]=1)=[CH:12][C:13]#[N:14], predict the reaction product. The product is: [NH2:14][C:13]1[CH:12]=[C:11]([C:15]2[CH:20]=[CH:19][N:18]=[CH:17][CH:16]=2)[S:6][C:5]=1[C:4]([O:8][CH3:9])=[O:7].